Dataset: Full USPTO retrosynthesis dataset with 1.9M reactions from patents (1976-2016). Task: Predict the reactants needed to synthesize the given product. Given the product [NH2:1][C:2]1[C:7]([C:8]#[N:9])=[C:6]([C@H:10]2[CH2:11][CH2:12][C@H:13]([O:16][Si:17]([C:20]([CH3:22])([CH3:23])[CH3:21])([CH3:18])[CH3:19])[CH2:14][CH2:15]2)[C:5]([C:24]#[N:25])=[C:4]([S:26][CH2:28][C:29]2[N:30]=[C:31]([C:34]3[CH:39]=[CH:38][C:37]([Cl:40])=[CH:36][CH:35]=3)[S:32][CH:33]=2)[N:3]=1, predict the reactants needed to synthesize it. The reactants are: [NH2:1][C:2]1[C:7]([C:8]#[N:9])=[C:6]([CH:10]2[CH2:15][CH2:14][CH:13]([O:16][Si:17]([C:20]([CH3:23])([CH3:22])[CH3:21])([CH3:19])[CH3:18])[CH2:12][CH2:11]2)[C:5]([C:24]#[N:25])=[C:4]([SH:26])[N:3]=1.Cl[CH2:28][C:29]1[N:30]=[C:31]([C:34]2[CH:39]=[CH:38][C:37]([Cl:40])=[CH:36][CH:35]=2)[S:32][CH:33]=1.C(=O)(O)[O-].[Na+].